Dataset: Reaction yield outcomes from USPTO patents with 853,638 reactions. Task: Predict the reaction yield, written as a fraction of the theoretical maximum amount of product (1.0 means a 100% yield; for example, 0.34 means a 34% yield). (1) The reactants are [N+:1](/[CH:4]=[CH:5]/[CH:6]1[CH2:8][CH2:7]1)([O-:3])=[O:2].[C:9]([O:13][CH2:14][CH3:15])(=[O:12])[CH2:10][SH:11]. The catalyst is C1COCC1. The product is [CH:6]1([CH:5]([S:11][CH2:10][C:9]([O:13][CH2:14][CH3:15])=[O:12])[CH2:4][N+:1]([O-:3])=[O:2])[CH2:8][CH2:7]1. The yield is 0.940. (2) The reactants are [N:1]1[CH:6]=[CH:5][CH:4]=[CH:3][C:2]=1[C:7]1[C:26]2[NH:27][C:23](=[CH:24][CH:25]=2)[C:22]([C:28]2[CH:33]=[CH:32][CH:31]=[CH:30][N:29]=2)=[C:21]2[N:34]=[C:18]([CH:19]=[CH:20]2)[C:17]([C:35]2[CH:40]=[CH:39][CH:38]=[CH:37][N:36]=2)=[C:16]2[NH:41][C:13]([CH:14]=[CH:15]2)=[C:12]([C:42]2[CH:47]=[CH:46][CH:45]=[CH:44][N:43]=2)[C:11]2=[N:48][C:8]=1[CH:9]=[CH:10]2.[C:49]12[CH:72]=C3N=C(C=C3)C=C3NC(C=C3)=CC3=NC(C=C3)=CC(N1)=C[CH:50]=2.CO.C(Cl)(Cl)Cl. The catalyst is C(Br)C=C. The product is [CH2:7]([C:33]1[C:28]([C:22]2[C:23]3[NH:27][C:26](=[CH:25][CH:24]=3)[C:7]([C:2]3[C:3]([CH2:6][CH:5]=[CH2:4])=[CH:4][CH:5]=[CH:6][N:1]=3)=[C:8]3[N:48]=[C:11]([CH:10]=[CH:9]3)[C:12]([C:42]3[C:47]([CH2:72][CH:49]=[CH2:50])=[CH:46][CH:45]=[CH:44][N:43]=3)=[C:13]3[NH:41][C:16]([CH:15]=[CH:14]3)=[C:17]([C:35]3[C:40]([CH2:10][CH:9]=[CH2:8])=[CH:39][CH:38]=[CH:37][N:36]=3)[C:18]3=[N:34][C:21]=2[CH:20]=[CH:19]3)=[N:29][CH:30]=[CH:31][CH:32]=1)[CH:2]=[CH2:3]. The yield is 0.780. (3) The reactants are [S:1]1[C:5]([CH2:6][NH:7][C:8]2[CH:13]=[C:12](Cl)[N:11]=[C:10]([CH3:15])[N:9]=2)=[CH:4][C:3]2[CH:16]=[CH:17][CH:18]=[CH:19][C:2]1=2.[C:20]([C:23]([C:26]1[CH:27]=[C:28](B(O)O)[CH:29]=[CH:30][CH:31]=1)([CH3:25])[CH3:24])([OH:22])=[O:21].C([O-])([O-])=O.[Cs+].[Cs+]. The catalyst is COCCOC.O.C1C=CC([P]([Pd]([P](C2C=CC=CC=2)(C2C=CC=CC=2)C2C=CC=CC=2)([P](C2C=CC=CC=2)(C2C=CC=CC=2)C2C=CC=CC=2)[P](C2C=CC=CC=2)(C2C=CC=CC=2)C2C=CC=CC=2)(C2C=CC=CC=2)C2C=CC=CC=2)=CC=1. The product is [S:1]1[C:5]([CH2:6][NH:7][C:8]2[N:9]=[C:10]([CH3:15])[N:11]=[C:12]([C:28]3[CH:27]=[C:26]([C:23]([CH3:25])([CH3:24])[C:20]([OH:22])=[O:21])[CH:31]=[CH:30][CH:29]=3)[CH:13]=2)=[CH:4][C:3]2[CH:16]=[CH:17][CH:18]=[CH:19][C:2]1=2. The yield is 0.147. (4) The reactants are [CH:1]1([C:6]([OH:8])=[O:7])[CH2:5][CH:4]=[CH:3][CH2:2]1.[CH2:9](O)[C:10]1[CH:15]=[CH:14][CH:13]=[CH:12][CH:11]=1.S(=O)(=O)(O)O. The catalyst is C1C=CC=CC=1. The product is [CH:1]1([C:6]([O:8][CH2:9][C:10]2[CH:15]=[CH:14][CH:13]=[CH:12][CH:11]=2)=[O:7])[CH2:5][CH:4]=[CH:3][CH2:2]1. The yield is 0.484. (5) The reactants are Cl[C:2]1[N:9]=[CH:8][CH:7]=[CH:6][C:3]=1[C:4]#[N:5].[F:10][C:11]1[CH:16]=[CH:15][C:14](B(O)O)=[C:13]([O:20][CH3:21])[CH:12]=1. No catalyst specified. The product is [F:10][C:11]1[CH:16]=[CH:15][C:14]([C:2]2[N:9]=[CH:8][CH:7]=[CH:6][C:3]=2[C:4]#[N:5])=[C:13]([O:20][CH3:21])[CH:12]=1. The yield is 0.850. (6) The reactants are Br[C:2]1[CH:3]=[CH:4][C:5]2[C:11]3[S:12][C:13]([C:15]([N:17]([C:19]4[CH:20]=[C:21]([CH:37]=[CH:38][C:39]=4[Cl:40])[C:22]([N:24]4[CH2:29][CH2:28][N:27]([C:30]([O:32][C:33]([CH3:36])([CH3:35])[CH3:34])=[O:31])[CH2:26][CH2:25]4)=[O:23])[CH3:18])=[O:16])=[CH:14][C:10]=3[CH2:9][CH2:8][O:7][C:6]=2[CH:41]=1.CC1(C)C2[C:64](=C(P(C3C=CC=CC=3)C3C=CC=CC=3)C=CC=2)[O:63]C2C(P(C3C=CC=CC=3)C3C=CC=CC=3)=CC=CC1=2.[CH3:84][NH2:85].Cl.C([O-])([O-])=O.[Na+].[Na+]. The catalyst is C1(C)C=CC=CC=1.CC([O-])=O.CC([O-])=O.[Pd+2]. The product is [Cl:40][C:39]1[CH:38]=[CH:37][C:21]([C:22]([N:24]2[CH2:25][CH2:26][N:27]([C:30]([O:32][C:33]([CH3:35])([CH3:34])[CH3:36])=[O:31])[CH2:28][CH2:29]2)=[O:23])=[CH:20][C:19]=1[N:17]([CH3:18])[C:15]([C:13]1[S:12][C:11]2[C:5]3[CH:4]=[CH:3][C:2]([C:64](=[O:63])[NH:85][CH3:84])=[CH:41][C:6]=3[O:7][CH2:8][CH2:9][C:10]=2[CH:14]=1)=[O:16]. The yield is 0.800.